Regression. Given a peptide amino acid sequence and an MHC pseudo amino acid sequence, predict their binding affinity value. This is MHC class II binding data. From a dataset of Peptide-MHC class II binding affinity with 134,281 pairs from IEDB. (1) The peptide sequence is YVYEPFPKEVWEQIF. The MHC is HLA-DPA10201-DPB11401 with pseudo-sequence HLA-DPA10201-DPB11401. The binding affinity (normalized) is 0. (2) The peptide sequence is LSPILFECLIHPMLG. The MHC is DRB3_0101 with pseudo-sequence DRB3_0101. The binding affinity (normalized) is 0.410. (3) The peptide sequence is INEPTYAAIAYGLDR. The MHC is HLA-DQA10501-DQB10301 with pseudo-sequence HLA-DQA10501-DQB10301. The binding affinity (normalized) is 0.868. (4) The peptide sequence is VFLGSAHGIPKVPPG. The MHC is HLA-DPA10301-DPB10402 with pseudo-sequence HLA-DPA10301-DPB10402. The binding affinity (normalized) is 0.114. (5) The peptide sequence is RDCLIAHGAANTITE. The MHC is DRB5_0101 with pseudo-sequence DRB5_0101. The binding affinity (normalized) is 0.371. (6) The peptide sequence is LTVMDRYSVDADLQL. The MHC is DRB1_1301 with pseudo-sequence DRB1_1301. The binding affinity (normalized) is 0.628. (7) The peptide sequence is SDYVYEPFPKRVWEQ. The MHC is HLA-DPA10103-DPB10401 with pseudo-sequence HLA-DPA10103-DPB10401. The binding affinity (normalized) is 0.766. (8) The peptide sequence is ALREKVLGLPAIKAW. The MHC is DRB3_0202 with pseudo-sequence DRB3_0202. The binding affinity (normalized) is 0.169. (9) The peptide sequence is EYKSDYVYEPFPKEV. The MHC is DRB1_1201 with pseudo-sequence DRB1_1201. The binding affinity (normalized) is 0.101. (10) The peptide sequence is EWEFVNTPPLVKLWY. The MHC is DRB4_0101 with pseudo-sequence DRB4_0103. The binding affinity (normalized) is 0.329.